From a dataset of Full USPTO retrosynthesis dataset with 1.9M reactions from patents (1976-2016). Predict the reactants needed to synthesize the given product. (1) Given the product [F:23][C:20]([F:21])([F:22])[C:15]1[CH:16]=[CH:17][CH:18]=[CH:19][C:14]=1[CH:11]1[CH2:10][CH2:9][NH:8][CH2:13][CH2:12]1, predict the reactants needed to synthesize it. The reactants are: C([N:8]1[CH2:13][CH:12]=[C:11]([C:14]2[CH:19]=[CH:18][CH:17]=[CH:16][C:15]=2[C:20]([F:23])([F:22])[F:21])[CH2:10][CH2:9]1)C1C=CC=CC=1.C([O-])=O.[NH4+]. (2) Given the product [Cl:10][C:11]1[CH:12]=[C:13]([N:14]=[C:6]=[S:7])[CH:15]=[CH:16][C:17]=1[S:18]([C:21]([F:24])([F:22])[F:23])(=[O:19])=[O:20], predict the reactants needed to synthesize it. The reactants are: C(=O)([O-])[O-].[Ca+2].[C:6](Cl)(Cl)=[S:7].[Cl:10][C:11]1[CH:12]=[C:13]([CH:15]=[CH:16][C:17]=1[S:18]([C:21]([F:24])([F:23])[F:22])(=[O:20])=[O:19])[NH2:14].Cl. (3) Given the product [Cl:1][C:2]1[CH:3]=[C:4]([CH2:5][C:6]([OH:17])=[O:16])[CH:8]=[C:9]([O:11][C:12]([F:15])([F:14])[F:13])[CH:10]=1, predict the reactants needed to synthesize it. The reactants are: [Cl:1][C:2]1[CH:3]=[C:4]([CH:8]=[C:9]([O:11][C:12]([F:15])([F:14])[F:13])[CH:10]=1)[CH2:5][C:6]#N.[OH2:16].[OH-:17].[K+].